This data is from Forward reaction prediction with 1.9M reactions from USPTO patents (1976-2016). The task is: Predict the product of the given reaction. (1) Given the reactants [Br:1][C:2]1[C:3]([N:11]2[CH2:16][CH2:15][N:14]([C:17](=[O:33])[C@H:18]([NH:25]C(=O)OC(C)(C)C)[CH:19]3[CH2:24][CH2:23][CH2:22][CH2:21][CH2:20]3)[CH2:13][CH2:12]2)=[C:4]2[CH:10]=[CH:9][NH:8][C:5]2=[N:6][CH:7]=1.C(O)(C(F)(F)F)=O.C1(N)C(F)=C(F)C(F)=C(N)C=1F.Cl.Cl, predict the reaction product. The product is: [NH2:25][C@H:18]([CH:19]1[CH2:24][CH2:23][CH2:22][CH2:21][CH2:20]1)[C:17]([N:14]1[CH2:15][CH2:16][N:11]([C:3]2[C:2]([Br:1])=[CH:7][N:6]=[C:5]3[NH:8][CH:9]=[CH:10][C:4]=23)[CH2:12][CH2:13]1)=[O:33]. (2) Given the reactants [CH:1]([C@@H:4]1[C:9](=[O:10])[N:8]([C:11]2[CH:16]=[C:15]([S:17]([CH3:20])(=[O:19])=[O:18])[C:14]([C:21]([O:23][CH3:24])=[O:22])=[CH:13][C:12]=2[N+:25]([O-])=O)[CH2:7][CH2:6][N:5]1[C:28]([O:30][C:31]([CH3:34])([CH3:33])[CH3:32])=[O:29])([CH3:3])[CH3:2], predict the reaction product. The product is: [NH2:25][C:12]1[CH:13]=[C:14]([C:21]([O:23][CH3:24])=[O:22])[C:15]([S:17]([CH3:20])(=[O:18])=[O:19])=[CH:16][C:11]=1[N:8]1[CH2:7][CH2:6][N:5]([C:28]([O:30][C:31]([CH3:32])([CH3:33])[CH3:34])=[O:29])[C@H:4]([CH:1]([CH3:2])[CH3:3])[C:9]1=[O:10]. (3) Given the reactants Br[C:2]1[CH:9]=[CH:8][C:5]([C:6]#[N:7])=[CH:4][CH:3]=1.[F:10][C:11]1[CH:16]=[CH:15][CH:14]=[CH:13][C:12]=1[OH:17].CC(C)(C(=O)CC(=O)C(C)(C)C)C.C(=O)([O-])[O-].[Cs+].[Cs+], predict the reaction product. The product is: [F:10][C:11]1[CH:16]=[CH:15][CH:14]=[CH:13][C:12]=1[O:17][C:2]1[CH:9]=[CH:8][C:5]([C:6]#[N:7])=[CH:4][CH:3]=1. (4) Given the reactants [F:1][C:2]([F:7])([F:6])[C:3]([OH:5])=[O:4].FC(F)(F)C(O)=O.[CH3:15][O:16][C:17]1[CH:18]=[CH:19][C:20]([CH2:35][N:36]2[CH2:41][CH2:40][NH:39][CH2:38][CH2:37]2)=[C:21]2[C:25]=1[N:24]([S:26]([C:29]1[CH:34]=[CH:33][CH:32]=[CH:31][CH:30]=1)(=[O:28])=[O:27])[CH:23]=[CH:22]2.[NH:42]1CCNC[CH2:43]1.C[Si](C#N)(C)C, predict the reaction product. The product is: [F:1][C:2]([F:7])([F:6])[C:3]([OH:5])=[O:4].[CH3:15][O:16][C:17]1[CH:18]=[CH:19][C:20]([CH:35]([N:36]2[CH2:41][CH2:40][NH:39][CH2:38][CH2:37]2)[C:43]#[N:42])=[C:21]2[C:25]=1[N:24]([S:26]([C:29]1[CH:30]=[CH:31][CH:32]=[CH:33][CH:34]=1)(=[O:28])=[O:27])[CH:23]=[CH:22]2. (5) Given the reactants [OH:1][C:2]1[CH:3]=[C:4]([CH:10]=[CH:11][C:12]=1O)[C:5]([O:7][CH2:8][CH3:9])=[O:6].Br[CH2:15][CH3:16].[C:17]([O-])([O-])=O.[K+].[K+].CN([CH:26]=[O:27])C, predict the reaction product. The product is: [CH2:15]([O:1][C:2]1[CH:3]=[C:4]([CH:10]=[CH:11][C:12]=1[O:27][CH2:26][CH3:17])[C:5]([O:7][CH2:8][CH3:9])=[O:6])[CH3:16]. (6) Given the reactants FC(F)(F)S(O[C:7]1[CH:8]=[CH:9][C:10]2[O:14][C:13]([C:15]3[CH:20]=[CH:19][C:18]([F:21])=[CH:17][CH:16]=3)=[C:12]([C:22](=[O:25])[NH:23][CH3:24])[C:11]=2[C:26]=1[F:27])(=O)=O.[CH3:30][O:31][C:32]1[CH:41]=[C:40]([CH3:42])[C:39](B2OC(C)(C)C(C)(C)O2)=[CH:38][C:33]=1[C:34]([O:36][CH3:37])=[O:35].C(=O)([O-])[O-].[Cs+].[Cs+], predict the reaction product. The product is: [F:27][C:26]1[C:11]2[C:12]([C:22](=[O:25])[NH:23][CH3:24])=[C:13]([C:15]3[CH:16]=[CH:17][C:18]([F:21])=[CH:19][CH:20]=3)[O:14][C:10]=2[CH:9]=[CH:8][C:7]=1[C:39]1[C:40]([CH3:42])=[CH:41][C:32]([O:31][CH3:30])=[C:33]([CH:38]=1)[C:34]([O:36][CH3:37])=[O:35]. (7) The product is: [Cl:16][C:8]1[N:7]=[C:6]2[N:13]=[C:3]([CH2:1][CH3:2])[NH:4][C:5]2=[C:10]([CH3:11])[CH:9]=1. Given the reactants [CH2:1]([C:3]1[NH:4][C:5]2[C:6]([N:13]=1)=[N+:7]([O-])[CH:8]=[CH:9][C:10]=2[CH3:11])[CH3:2].O=P(Cl)(Cl)[Cl:16], predict the reaction product.